Dataset: Forward reaction prediction with 1.9M reactions from USPTO patents (1976-2016). Task: Predict the product of the given reaction. (1) Given the reactants C(C1C=[CH:47][C:6]([CH2:7][CH:8](/[CH:21]=[CH:22]/[C:23]2[CH:28]=[CH:27][CH:26]=[CH:25][C:24]=2[O:29][CH2:30][C:31]2[CH:36]=[CH:35][C:34]([C:37]([F:46])([C:42]([F:45])([F:44])[F:43])[C:38]([F:41])([F:40])[F:39])=[CH:33][CH:32]=2)[CH2:9][CH2:10][C:11]2[CH:20]=[CH:19][C:14]([C:15]([O:17]C)=[O:16])=[CH:13][CH:12]=2)=[CH:5][CH:4]=1)#N.[OH-:49].[K+].Cl.[CH2:52]([OH:55])[CH2:53][CH3:54], predict the reaction product. The product is: [C:52]([C:53]1[CH:4]=[CH:5][C:6]([CH2:7][CH:8](/[CH:21]=[CH:22]/[C:23]2[CH:28]=[CH:27][CH:26]=[CH:25][C:24]=2[O:29][CH2:30][C:31]2[CH:36]=[CH:35][C:34]([C:37]([F:46])([C:38]([F:41])([F:39])[F:40])[C:42]([F:45])([F:43])[F:44])=[CH:33][CH:32]=2)[CH2:9][CH2:10][C:11]2[CH:12]=[CH:13][C:14]([C:15]([OH:17])=[O:16])=[CH:19][CH:20]=2)=[CH:47][CH:54]=1)([OH:49])=[O:55]. (2) Given the reactants S(=O)(=O)(O)O.[C:6]([OH:15])(=[O:14])[C:7]1[C:8](=[CH:10][CH:11]=[CH:12][CH:13]=1)N.N([O-])=[O:17].[Na+], predict the reaction product. The product is: [OH:17][C:8]1[CH:10]=[CH:11][CH:12]=[CH:13][C:7]=1[C:6]([OH:15])=[O:14]. (3) Given the reactants [Br:1][CH2:2][C:3]([NH:5][CH2:6][CH2:7][NH:8]C(OC(C)(C)C)=O)=[O:4].[C:16]([OH:22])([C:18]([F:21])([F:20])[F:19])=[O:17], predict the reaction product. The product is: [Br:1][CH2:2][C:3]([NH:5][CH2:6][CH2:7][NH2:8])=[O:4].[F:19][C:18]([F:21])([F:20])[C:16]([O-:22])=[O:17]. (4) Given the reactants Br[CH2:2][C:3]([C:5]1[CH:10]=[CH:9][C:8]([O:11][CH2:12][CH2:13][CH2:14][CH2:15][CH2:16][CH2:17][CH3:18])=[CH:7][CH:6]=1)=[O:4].[C:19]([C:23]1[CH:46]=[CH:45][C:26]([C:27]([NH:29][C@H:30]([C:41]([O:43][CH3:44])=[O:42])[CH2:31][C:32]2[CH:40]=[CH:39][C:35]([C:36]([OH:38])=[O:37])=[CH:34][CH:33]=2)=[O:28])=[CH:25][CH:24]=1)([CH3:22])([CH3:21])[CH3:20].C(O)(=O)CC(CC(O)=O)(C(O)=O)O, predict the reaction product. The product is: [C:19]([C:23]1[CH:46]=[CH:45][C:26]([C:27]([NH:29][C@H:30]([C:41]([O:43][CH3:44])=[O:42])[CH2:31][C:32]2[CH:33]=[CH:34][C:35]([C:36]([O:38][CH2:2][C:3]([C:5]3[CH:10]=[CH:9][C:8]([O:11][CH2:12][CH2:13][CH2:14][CH2:15][CH2:16][CH2:17][CH3:18])=[CH:7][CH:6]=3)=[O:4])=[O:37])=[CH:39][CH:40]=2)=[O:28])=[CH:25][CH:24]=1)([CH3:22])([CH3:20])[CH3:21].